Dataset: Tyrosyl-DNA phosphodiesterase HTS with 341,365 compounds. Task: Binary Classification. Given a drug SMILES string, predict its activity (active/inactive) in a high-throughput screening assay against a specified biological target. (1) The drug is s1c2c(C(N(CC2)C(=S)NC)C)cc1. The result is 0 (inactive). (2) The molecule is s1c(NC(=O)CCn2nnc3c2cccc3)nnc1c1c(F)cccc1. The result is 0 (inactive). (3) The drug is O=C1C(=C(N2CC(N(CC2)c2cc(ccc2)C)C)c2c1cccc2)c1ccc(OC)cc1. The result is 0 (inactive). (4) The molecule is O(C(=O)N1CCC(Nc2ncnc3n(ncc23)c2c(cc(cc2)C)C)CC1)CC. The result is 0 (inactive). (5) The compound is O=C1N(C(c2ccccc2)C(=O)Nc2ccc(cc2)C)Cc2c1cccc2. The result is 0 (inactive). (6) The compound is S(CCOc1cc2CCCc2cc1)c1[nH]c(cc(=O)n1)C. The result is 0 (inactive). (7) The molecule is O1c2c(OC1)ccc(c2)/C=C\C(OCC(=O)Nc1ccc(cc1)C(=O)N)=O. The result is 0 (inactive). (8) The compound is s1\c([nH]c(c1)c1ccccc1)=C(/C(=O)CN1CCN(CC1)c1c(F)cccc1)C#N. The result is 0 (inactive).